Dataset: Forward reaction prediction with 1.9M reactions from USPTO patents (1976-2016). Task: Predict the product of the given reaction. (1) Given the reactants COC[O:4][CH2:5][C@@H:6]1[C:10]([C:11]([O:13][C:14](C)(C)C)=[O:12])=[CH:9][CH2:8][N:7]1[C:18]([O:20][CH2:21][CH:22]=[CH2:23])=[O:19].Cl.CO.N1C(C)=CC=CC=1C.[Si:35](OS(C(F)(F)F)(=O)=O)([C:38]([CH3:41])([CH3:40])[CH3:39])([CH3:37])[CH3:36].C[Si](C=[N+]=[N-])(C)C.CCCCCC.Cl, predict the reaction product. The product is: [Si:35]([O:4][CH2:5][C@@H:6]1[C:10]([C:11]([O:13][CH3:14])=[O:12])=[CH:9][CH2:8][N:7]1[C:18]([O:20][CH2:21][CH:22]=[CH2:23])=[O:19])([C:38]([CH3:41])([CH3:40])[CH3:39])([CH3:37])[CH3:36]. (2) Given the reactants [C:1]([O:5][C:6](=[O:31])[NH:7][CH:8]1[CH2:13][CH2:12][CH:11]([NH:14][C:15]2[C:16]3[N:17]([C:21]([C:24]4[CH:29]=[CH:28][CH:27]=[C:26](Br)[N:25]=4)=[CH:22][N:23]=3)[CH:18]=[CH:19][N:20]=2)[CH2:10][CH2:9]1)([CH3:4])([CH3:3])[CH3:2].[S:32]1[CH:36]=[CH:35][CH:34]=[C:33]1NC.[CH3:39][N:40](C1C(C2C(P(C3CCCCC3)C3CCCCC3)=CC=CC=2)=CC=CC=1)C.CC([O-])(C)C.[Na+], predict the reaction product. The product is: [C:1]([O:5][C:6](=[O:31])[NH:7][CH:8]1[CH2:13][CH2:12][CH:11]([NH:14][C:15]2[C:16]3[N:17]([C:21]([C:24]4[CH:29]=[CH:28][CH:27]=[C:26]([NH:40][CH2:39][C:33]5[S:32][CH:36]=[CH:35][CH:34]=5)[N:25]=4)=[CH:22][N:23]=3)[CH:18]=[CH:19][N:20]=2)[CH2:10][CH2:9]1)([CH3:4])([CH3:3])[CH3:2]. (3) Given the reactants C1(P(C2C=CC=CC=2)C2C=CC=CC=2)C=CC=CC=1.Br[C:21]1[N:29]2[C:24]([CH:25]=[N:26][C:27]([S:30][CH3:31])=[N:28]2)=[C:23]([O:32][CH2:33][O:34][CH2:35][CH2:36][Si:37]([CH3:40])([CH3:39])[CH3:38])[CH:22]=1.CC1(C)C(C)(C)OB([C:49]2[CH:54]=[CH:53][CH:52]=[CH:51][C:50]=2[NH:55][S:56]([CH3:59])(=[O:58])=[O:57])O1.CN(C)C=O.C(=O)([O-])[O-].[Na+].[Na+].O, predict the reaction product. The product is: [CH3:31][S:30][C:27]1[N:26]=[CH:25][C:24]2=[C:23]([O:32][CH2:33][O:34][CH2:35][CH2:36][Si:37]([CH3:40])([CH3:39])[CH3:38])[CH:22]=[C:21]([C:49]3[CH:54]=[CH:53][CH:52]=[CH:51][C:50]=3[NH:55][S:56]([CH3:59])(=[O:58])=[O:57])[N:29]2[N:28]=1. (4) Given the reactants Cl.[NH:2]1[CH2:7][CH2:6][CH:5]([N:8]2[C:16]3[C:11](=[CH:12][CH:13]=[C:14]([C:17]([O:19][CH3:20])=[O:18])[CH:15]=3)[CH:10]=[CH:9]2)[CH2:4][CH2:3]1.[CH3:21][O:22][C:23]1[C:32]([CH2:33][CH:34]=O)=[C:31]2[C:26]([C:27](=[O:38])[CH2:28][C:29]([CH3:37])([CH3:36])[O:30]2)=[CH:25][CH:24]=1.O1CCCC1.C(O[BH-](OC(=O)C)OC(=O)C)(=O)C.[Na+], predict the reaction product. The product is: [CH3:21][O:22][C:23]1[C:32]([CH2:33][CH2:34][N:2]2[CH2:3][CH2:4][CH:5]([N:8]3[C:16]4[C:11](=[CH:12][CH:13]=[C:14]([C:17]([O:19][CH3:20])=[O:18])[CH:15]=4)[CH:10]=[CH:9]3)[CH2:6][CH2:7]2)=[C:31]2[C:26]([C:27](=[O:38])[CH2:28][C:29]([CH3:37])([CH3:36])[O:30]2)=[CH:25][CH:24]=1. (5) The product is: [CH2:1]([C:4]1([C:17]([NH:18][C:19]2[CH:24]=[CH:23][CH:22]=[C:21]([Cl:25])[CH:20]=2)=[O:26])[CH2:9][CH2:8][NH:7][CH2:6][CH2:5]1)[CH:2]=[CH2:3]. Given the reactants [CH2:1]([C:4]1([C:17](=[O:26])[NH:18][C:19]2[CH:24]=[CH:23][CH:22]=[C:21]([Cl:25])[CH:20]=2)[CH2:9][CH2:8][N:7](C(OC(C)(C)C)=O)[CH2:6][CH2:5]1)[CH:2]=[CH2:3].Cl.O1CCOCC1, predict the reaction product. (6) Given the reactants CCN(C(C)C)C(C)C.[CH:10]1([C:13](Cl)=[O:14])[CH2:12][CH2:11]1.[CH3:16][C:17]1[CH:18]=[C:19]([C:23]2[CH:24]=[C:25]([NH2:38])[C:26]3[C:30]([CH:31]=2)=[N:29][N:28](C2CCCCO2)[CH:27]=3)[CH:20]=[CH:21][CH:22]=1, predict the reaction product. The product is: [CH3:16][C:17]1[CH:18]=[C:19]([C:23]2[CH:31]=[C:30]3[C:26]([CH:27]=[N:28][NH:29]3)=[C:25]([NH:38][C:13]([CH:10]3[CH2:12][CH2:11]3)=[O:14])[CH:24]=2)[CH:20]=[CH:21][CH:22]=1. (7) Given the reactants [CH:1]1[C:13]2[CH2:12][C:11]3[C:6](=[CH:7][CH:8]=[CH:9][CH:10]=3)[C:5]=2[CH:4]=[CH:3][CH:2]=1.[OH-].[Na+].[CH2:16](Br)[CH2:17][CH2:18][CH2:19][CH2:20][CH2:21][CH3:22], predict the reaction product. The product is: [CH2:16]([C:12]1([CH2:12][CH2:13][CH2:1][CH2:2][CH2:3][CH2:4][CH3:5])[C:11]2[CH:10]=[CH:9][CH:8]=[CH:7][C:6]=2[C:5]2[C:13]1=[CH:1][CH:2]=[CH:3][CH:4]=2)[CH2:17][CH2:18][CH2:19][CH2:20][CH2:21][CH3:22].